This data is from Peptide-MHC class I binding affinity with 185,985 pairs from IEDB/IMGT. The task is: Regression. Given a peptide amino acid sequence and an MHC pseudo amino acid sequence, predict their binding affinity value. This is MHC class I binding data. (1) The peptide sequence is IVMRYVLDH. The MHC is HLA-A23:01 with pseudo-sequence HLA-A23:01. The binding affinity (normalized) is 0.353. (2) The peptide sequence is KTIQGGLGW. The MHC is HLA-A01:01 with pseudo-sequence HLA-A01:01. The binding affinity (normalized) is 0.0847. (3) The peptide sequence is YTGLKALVL. The MHC is HLA-B57:01 with pseudo-sequence HLA-B57:01. The binding affinity (normalized) is 0.0847. (4) The peptide sequence is PTLTTPENI. The MHC is HLA-A02:01 with pseudo-sequence HLA-A02:01. The binding affinity (normalized) is 0. (5) The peptide sequence is AVIVWLLLR. The binding affinity (normalized) is 0.389. The MHC is HLA-A31:01 with pseudo-sequence HLA-A31:01. (6) The MHC is HLA-B35:01 with pseudo-sequence HLA-B35:01. The peptide sequence is PHYNNPWNT. The binding affinity (normalized) is 0.0847. (7) The peptide sequence is QLHAAGVRV. The binding affinity (normalized) is 0.114. The MHC is HLA-B07:02 with pseudo-sequence HLA-B07:02. (8) The peptide sequence is KNMEYDAV. The MHC is H-2-Kb with pseudo-sequence H-2-Kb. The binding affinity (normalized) is 0.225.